From a dataset of Catalyst prediction with 721,799 reactions and 888 catalyst types from USPTO. Predict which catalyst facilitates the given reaction. (1) Reactant: [Cl:1][C:2]1[CH:3]=[CH:4][C:5]([F:31])=[C:6]([C:8]([CH:11]2[CH2:16][CH2:15][N:14]([C:17]3[N:22]=[C:21]4[CH:23]=[N:24][CH:25]=[CH:26][C:20]4=[N:19][C:18]=3[NH:27][CH:28]3[CH2:30][CH2:29]3)[CH2:13][CH2:12]2)(O)[CH3:9])[CH:7]=1.CCN(S(F)(F)[F:38])CC. Product: [Cl:1][C:2]1[CH:3]=[CH:4][C:5]([F:31])=[C:6]([C:8]([CH:11]2[CH2:16][CH2:15][N:14]([C:17]3[N:22]=[C:21]4[CH:23]=[N:24][CH:25]=[CH:26][C:20]4=[N:19][C:18]=3[NH:27][CH:28]3[CH2:30][CH2:29]3)[CH2:13][CH2:12]2)([F:38])[CH3:9])[CH:7]=1. The catalyst class is: 2. (2) Reactant: [C:1]([CH:3]1[CH2:6][C:5]2([CH2:10][CH2:9][N:8]([C:11]([O:13][C:14]([CH3:17])([CH3:16])[CH3:15])=[O:12])[CH2:7]2)[CH2:4]1)#[N:2]. Product: [NH2:2][CH2:1][CH:3]1[CH2:4][C:5]2([CH2:10][CH2:9][N:8]([C:11]([O:13][C:14]([CH3:17])([CH3:16])[CH3:15])=[O:12])[CH2:7]2)[CH2:6]1. The catalyst class is: 181. (3) Reactant: [CH2:1]([N:3]([CH2:16][CH3:17])[C:4]1[CH:13]=[C:12]2[C:7]([C:8]([OH:15])=[CH:9][C:10](=[O:14])[O:11]2)=[CH:6][CH:5]=1)[CH3:2].[C:18]([CH2:21][CH2:22][CH2:23][CH2:24][CH2:25][N+:26]1[C:34]2[C:29](=[CH:30][C:31]([S:35]([O-:38])(=[O:37])=[O:36])=[CH:32][CH:33]=2)[C:28]([CH3:40])([CH3:39])[C:27]=1/[CH:41]=[CH:42]/NC1C=CC=CC=1)([OH:20])=[O:19].[CH3:50][N+:51]([CH2:54][C:55]([OH:57])=[O:56])([CH3:53])[CH3:52]. Product: [C:18]([CH2:21][CH2:22][CH2:23][CH2:24][CH2:25][N+:26]1[C:34]2[C:29](=[CH:30][C:31]([S:35]([O-:38])(=[O:37])=[O:36])=[CH:32][CH:33]=2)[C:28]([CH3:39])([CH3:40])[C:27]=1/[CH:41]=[CH:42]/[C:9]1[C:10](=[O:14])[O:11][C:12]2[C:7]([C:8]=1[OH:15])=[CH:6][CH:5]=[C:4]([N:3]([CH2:1][CH3:2])[CH2:16][CH3:17])[CH:13]=2)([OH:20])=[O:19].[CH3:50][N+:51]([CH2:54][C:55]([OH:57])=[O:56])([CH3:53])[CH3:52]. The catalyst class is: 24. (4) Reactant: [Cl:1][C:2]1[CH:7]=[C:6]([F:8])[C:5]([CH:9]([C:16]2[C:24]3[C:19](=[C:20]([CH2:25][S:26][CH3:27])[CH:21]=[CH:22][CH:23]=3)[NH:18][CH:17]=2)[CH2:10][C:11](OCC)=[O:12])=[C:4]([F:28])[CH:3]=1.[H-].[Al+3].[Li+].[H-].[H-].[H-].O.C(#N)C. Product: [Cl:1][C:2]1[CH:3]=[C:4]([F:28])[C:5]([CH:9]([C:16]2[C:24]3[C:19](=[C:20]([CH2:25][S:26][CH3:27])[CH:21]=[CH:22][CH:23]=3)[NH:18][CH:17]=2)[CH2:10][CH2:11][OH:12])=[C:6]([F:8])[CH:7]=1. The catalyst class is: 7. (5) Reactant: [F:1][C:2]([F:26])([F:25])[C@H:3]([N:12]1[CH2:16][CH2:15][C@H:14]([NH:17][C:18](=[O:24])[O:19][C:20]([CH3:23])([CH3:22])[CH3:21])[CH2:13]1)[C:4]1[CH:5]=[N:6][C:7]([NH:10][NH2:11])=[CH:8][CH:9]=1.[F:27][C:28]1[CH:29]=[C:30]2[C:35](=[CH:36][C:37]=1[O:38][CH:39]([CH3:41])[CH3:40])[N:34]=[C:33]([CH:42]=O)[CH:32]=[CH:31]2. Product: [F:26][C:2]([F:25])([F:1])[C@H:3]([N:12]1[CH2:16][CH2:15][C@H:14]([NH:17][C:18](=[O:24])[O:19][C:20]([CH3:22])([CH3:23])[CH3:21])[CH2:13]1)[C:4]1[CH:5]=[N:6][C:7]([NH:10]/[N:11]=[CH:42]/[C:33]2[CH:32]=[CH:31][C:30]3[C:35](=[CH:36][C:37]([O:38][CH:39]([CH3:41])[CH3:40])=[C:28]([F:27])[CH:29]=3)[N:34]=2)=[CH:8][CH:9]=1. The catalyst class is: 8. (6) Reactant: [Cl:1][C:2]1[CH:7]=[CH:6][C:5]([C:8]2[CH:9]=[C:10]([C:23]([O:25]CC)=[O:24])[S:11][C:12]=2[C:13]2[CH:18]=[CH:17][C:16]([Cl:19])=[CH:15][C:14]=2[CH:20]([CH3:22])[CH3:21])=[C:4]([CH:28]([CH3:30])[CH3:29])[CH:3]=1.[Li+].[OH-]. Product: [Cl:1][C:2]1[CH:7]=[CH:6][C:5]([C:8]2[CH:9]=[C:10]([C:23]([OH:25])=[O:24])[S:11][C:12]=2[C:13]2[CH:18]=[CH:17][C:16]([Cl:19])=[CH:15][C:14]=2[CH:20]([CH3:22])[CH3:21])=[C:4]([CH:28]([CH3:30])[CH3:29])[CH:3]=1. The catalyst class is: 87. (7) Reactant: C(N(S(F)(F)[F:7])CC)C.[C:10]([C:14]1[CH:19]=[CH:18][C:17]([CH:20](O)[C:21]2[C:22]([C:37]3[CH:42]=[CH:41][C:40]([F:43])=[CH:39][CH:38]=3)=[C:23]3[C:28](=[CH:29][C:30]=2[CH:31]([CH3:33])[CH3:32])[O:27][C:26]([CH3:35])([CH3:34])[CH2:25][C:24]3=[O:36])=[CH:16][CH:15]=1)([CH3:13])([CH3:12])[CH3:11].O. Product: [C:10]([C:14]1[CH:19]=[CH:18][C:17]([CH:20]([F:7])[C:21]2[C:22]([C:37]3[CH:38]=[CH:39][C:40]([F:43])=[CH:41][CH:42]=3)=[C:23]3[C:28](=[CH:29][C:30]=2[CH:31]([CH3:32])[CH3:33])[O:27][C:26]([CH3:35])([CH3:34])[CH2:25][C:24]3=[O:36])=[CH:16][CH:15]=1)([CH3:11])([CH3:12])[CH3:13]. The catalyst class is: 4. (8) Reactant: C([O:3][C:4]([C:6]1[CH:7]=[C:8]2[C:13](=[CH:14][CH:15]=1)[NH:12][CH:11]([C:16]1[CH:21]=[C:20]([N:22]3[CH2:26][CH2:25][CH2:24][CH2:23]3)[CH:19]=[C:18]([F:27])[CH:17]=1)[C:10]([CH3:29])([CH3:28])[CH2:9]2)=[O:5])C.O.[OH-].[Li+].O.Cl. Product: [F:27][C:18]1[CH:17]=[C:16]([CH:11]2[C:10]([CH3:28])([CH3:29])[CH2:9][C:8]3[C:13](=[CH:14][CH:15]=[C:6]([C:4]([OH:5])=[O:3])[CH:7]=3)[NH:12]2)[CH:21]=[C:20]([N:22]2[CH2:26][CH2:25][CH2:24][CH2:23]2)[CH:19]=1. The catalyst class is: 111. (9) Reactant: C(OC([NH:8][CH2:9][CH2:10][CH2:11][CH2:12][CH2:13][CH3:14])=O)(C)(C)C.Cl.[OH:16][C:17]1[CH:28]=[C:27]2[C:20]([NH:21][CH:22]=[C:23]2[CH2:24][CH2:25][NH2:26])=[CH:19][CH:18]=1.C(N(CC)CC)C.C([O:38]C(=O)C)C. Product: [NH2:8][CH2:9][CH2:10][CH2:11][CH2:12][CH2:13][C:14]([NH:26][CH2:25][CH2:24][C:23]1[C:27]2[C:20](=[CH:19][CH:18]=[C:17]([OH:16])[CH:28]=2)[NH:21][CH:22]=1)=[O:38]. The catalyst class is: 9.